Dataset: Forward reaction prediction with 1.9M reactions from USPTO patents (1976-2016). Task: Predict the product of the given reaction. (1) Given the reactants [O:1]=[C:2]1[N:6]2[C:7]3[CH:14]=[CH:13][C:12]([N:15]4[CH2:20][CH2:19][O:18][CH2:17][C:16]4=[O:21])=[CH:11][C:8]=3[O:9][CH2:10][C@H:5]2[C@H:4]([C:22]([OH:24])=O)[O:3]1.[Cl:25][C:26]1[CH:27]=[CH:28][C:29]([NH2:32])=[N:30][CH:31]=1.CN(C(ON1N=NC2C=CC=NC1=2)=[N+](C)C)C.F[P-](F)(F)(F)(F)F, predict the reaction product. The product is: [Cl:25][C:26]1[CH:27]=[CH:28][C:29]([NH:32][C:22]([C@H:4]2[C@H:5]3[N:6]([C:7]4[CH:14]=[CH:13][C:12]([N:15]5[CH2:20][CH2:19][O:18][CH2:17][C:16]5=[O:21])=[CH:11][C:8]=4[O:9][CH2:10]3)[C:2](=[O:1])[O:3]2)=[O:24])=[N:30][CH:31]=1. (2) Given the reactants Br[C:2]1[CH:3]=[CH:4][C:5]([Cl:15])=[C:6]([CH:14]=1)[C:7]([O:9][C:10]([CH3:13])([CH3:12])[CH3:11])=[O:8], predict the reaction product. The product is: [Cl:15][C:5]1[CH:4]=[CH:3][C:2]([C:7]([O:9][CH3:10])=[O:8])=[CH:14][C:6]=1[C:7]([O:9][C:10]([CH3:13])([CH3:12])[CH3:11])=[O:8]. (3) Given the reactants C([O:3][C:4]([C:6]1([NH:16][C:17](=[O:30])[C:18]2[CH:23]=[CH:22][CH:21]=[C:20]([CH3:24])[C:19]=2[C:25]2[CH2:29][CH2:28][CH2:27][CH:26]=2)[CH2:14][C:13]2[C:8](=[CH:9][CH:10]=[C:11]([F:15])[CH:12]=2)[CH2:7]1)=[O:5])C.[OH-].[K+].O, predict the reaction product. The product is: [C:25]1([C:19]2[C:20]([CH3:24])=[CH:21][CH:22]=[CH:23][C:18]=2[C:17]([NH:16][C:6]2([C:4]([OH:5])=[O:3])[CH2:14][C:13]3[C:8](=[CH:9][CH:10]=[C:11]([F:15])[CH:12]=3)[CH2:7]2)=[O:30])[CH2:29][CH2:28][CH2:27][CH:26]=1. (4) Given the reactants [H-].[Na+].CCCCCC.[CH3:9][O:10][C:11]1[CH:17]=[CH:16][CH:15]=[C:14]([N+:18]([O-:20])=[O:19])[C:12]=1[NH2:13].[Br:21][CH2:22][C:23](Br)=[O:24], predict the reaction product. The product is: [Br:21][CH2:22][C:23]([NH:13][C:12]1[C:14]([N+:18]([O-:20])=[O:19])=[CH:15][CH:16]=[CH:17][C:11]=1[O:10][CH3:9])=[O:24]. (5) Given the reactants [CH3:1][C:2]1[CH:7]=[CH:6][C:5]([C:8]2[CH:13]=[CH:12][C:11]([CH2:14][NH:15][C:16]([C:18]3[N:19]([CH2:42][CH2:43][CH2:44][NH:45]C(OC(C)(C)C)=O)[CH:20]=[C:21]([NH:23][C:24]([C:26]4[C:27]([C:32]5[CH:37]=[CH:36][C:35]([C:38]([F:41])([F:40])[F:39])=[CH:34][CH:33]=5)=[CH:28][CH:29]=[CH:30][CH:31]=4)=[O:25])[CH:22]=3)=[O:17])=[CH:10][CH:9]=2)=[CH:4][CH:3]=1.FC(F)(F)C(O)=O.ClCCl.C(O)C.N, predict the reaction product. The product is: [CH3:1][C:2]1[CH:3]=[CH:4][C:5]([C:8]2[CH:13]=[CH:12][C:11]([CH2:14][NH:15][C:16]([C:18]3[N:19]([CH2:42][CH2:43][CH2:44][NH2:45])[CH:20]=[C:21]([NH:23][C:24]([C:26]4[C:27]([C:32]5[CH:33]=[CH:34][C:35]([C:38]([F:41])([F:39])[F:40])=[CH:36][CH:37]=5)=[CH:28][CH:29]=[CH:30][CH:31]=4)=[O:25])[CH:22]=3)=[O:17])=[CH:10][CH:9]=2)=[CH:6][CH:7]=1. (6) Given the reactants [F:1][C:2]1[CH:7]=[CH:6][C:5]([C:8]2[N:12]=[N:11][N:10]([CH3:13])[C:9]=2[CH2:14][O:15][C:16]2[N:21]=[N:20][C:19]([C:22](O)=[O:23])=[CH:18][CH:17]=2)=[CH:4][CH:3]=1.CN(C(ON1N=NC2C=CC=CC1=2)=[N+](C)C)C.[B-](F)(F)(F)F.CCN(C(C)C)C(C)C.[NH2:56][CH:57]1[CH2:62][CH2:61][O:60][CH2:59][CH2:58]1, predict the reaction product. The product is: [O:60]1[CH2:61][CH2:62][CH:57]([NH:56][C:22]([C:19]2[N:20]=[N:21][C:16]([O:15][CH2:14][C:9]3[N:10]([CH3:13])[N:11]=[N:12][C:8]=3[C:5]3[CH:6]=[CH:7][C:2]([F:1])=[CH:3][CH:4]=3)=[CH:17][CH:18]=2)=[O:23])[CH2:58][CH2:59]1. (7) The product is: [CH3:17][O:16][C:13](=[O:15])[CH2:14][C@@H:26]([C:20]1[CH:21]=[CH:22][CH:23]=[C:24]([F:25])[C:19]=1[Cl:18])[NH:27][S@@:28]([C:30]([CH3:33])([CH3:32])[CH3:31])=[O:29]. Given the reactants C(NC(C)C)(C)C.C([Li])CCC.[C:13]([O:16][CH3:17])(=[O:15])[CH3:14].[Cl:18][C:19]1[C:24]([F:25])=[CH:23][CH:22]=[CH:21][C:20]=1/[CH:26]=[N:27]/[S:28]([C:30]([CH3:33])([CH3:32])[CH3:31])=[O:29].[Cl-].[NH4+], predict the reaction product. (8) The product is: [OH:17][CH2:16][CH2:13][O:12][C:10]1[CH:9]=[C:4]([CH:3]=[C:2]([O:1][CH3:18])[CH:11]=1)[C:5]([O:7][CH3:8])=[O:6]. Given the reactants [OH:1][C:2]1[CH:3]=[C:4]([CH:9]=[C:10]([O:12][CH3:13])[CH:11]=1)[C:5]([O:7][CH3:8])=[O:6].BrC[CH2:16][OH:17].[C:18]([O-])([O-])=O.[K+].[K+], predict the reaction product. (9) Given the reactants [Br:1][C:2]1[C:10]2[NH:9][CH:8]=[N:7][C:6]=2[C:5](Br)=[CH:4][C:3]=1[NH2:12].[CH3:13][Sn](C)(C)C.[CH:18](Cl)(Cl)Cl.C[N:23]([CH:25]=O)[CH3:24], predict the reaction product. The product is: [Br:1][C:2]1[C:10]2[NH:9][CH:8]=[N:7][C:6]=2[C:5]([CH3:13])=[CH:4][C:3]=1[NH2:12].[CH3:18][C:2]1[C:3]2[NH:12][CH:25]=[N:23][C:24]=2[C:5]([CH3:4])=[CH:6][C:10]=1[NH2:9]. (10) Given the reactants C(O[C:6](=[O:27])[C:7]([S:10][C:11]1[S:12][CH:13]=[C:14]([CH2:16][CH2:17][NH:18][C:19]2[N:24]=[CH:23][C:22]([CH2:25][CH3:26])=[CH:21][N:20]=2)[N:15]=1)([CH3:9])[CH3:8])(C)(C)C.[CH3:28][O:29][C:30](=[O:39])[C:31]1[CH:36]=[CH:35][C:34]([CH2:37]Br)=[CH:33][CH:32]=1.[CH3:40][C:41]([CH3:44])([O-])[CH3:42].[K+].O, predict the reaction product. The product is: [CH3:28][O:29][C:30](=[O:39])[C:31]1[CH:36]=[CH:35][C:34]([CH2:37][N:18]([CH2:17][CH2:16][C:14]2[N:15]=[C:11]([S:10][C:7]([CH3:8])([CH3:9])[C:6]([C:41]([CH3:44])([CH3:42])[CH3:40])=[O:27])[S:12][CH:13]=2)[C:19]2[N:20]=[CH:21][C:22]([CH2:25][CH3:26])=[CH:23][N:24]=2)=[CH:33][CH:32]=1.